This data is from Full USPTO retrosynthesis dataset with 1.9M reactions from patents (1976-2016). The task is: Predict the reactants needed to synthesize the given product. Given the product [ClH:1].[ClH:39].[Cl:1][C:2]1[C:7]([C:8]2[C:9](=[O:27])[N:10]([CH2:25][CH3:26])[C:11]3[C:16]([CH:17]=2)=[CH:15][N:14]=[C:13]([NH:18][CH2:19][CH2:20][CH2:21][N:22]([CH3:23])[CH3:24])[CH:12]=3)=[CH:6][C:5]([NH:28][C:29]([NH:31][C:32]2[CH:33]=[CH:34][CH:35]=[CH:36][CH:37]=2)=[O:30])=[C:4]([F:38])[CH:3]=1, predict the reactants needed to synthesize it. The reactants are: [Cl:1][C:2]1[C:7]([C:8]2[C:9](=[O:27])[N:10]([CH2:25][CH3:26])[C:11]3[C:16]([CH:17]=2)=[CH:15][N:14]=[C:13]([NH:18][CH2:19][CH2:20][CH2:21][N:22]([CH3:24])[CH3:23])[CH:12]=3)=[CH:6][C:5]([NH:28][C:29]([NH:31][C:32]2[CH:37]=[CH:36][CH:35]=[CH:34][CH:33]=2)=[O:30])=[C:4]([F:38])[CH:3]=1.[ClH:39].